This data is from Reaction yield outcomes from USPTO patents with 853,638 reactions. The task is: Predict the reaction yield, written as a fraction of the theoretical maximum amount of product (1.0 means a 100% yield; for example, 0.34 means a 34% yield). The reactants are CO.[C:3]([O:7][C:8]([NH:10][C@@H:11]([CH2:28][C:29]1[CH:34]=[CH:33][C:32]([O:35]CC2C=CC=CC=2)=[C:31]([O:43]CC2C=CC=CC=2)[CH:30]=1)[C:12]([O:14][C@H:15]([CH3:27])[C@H:16]([O:18][C:19]([C:21]1[CH:26]=[CH:25][CH:24]=[CH:23][CH:22]=1)=[O:20])[CH3:17])=[O:13])=[O:9])([CH3:6])([CH3:5])[CH3:4]. The catalyst is O1CCCC1.[Pd]. The product is [OH:43][C:31]1[CH:30]=[C:29]([CH2:28][C@H:11]([NH:10][C:8]([O:7][C:3]([CH3:5])([CH3:4])[CH3:6])=[O:9])[C:12]([O:14][C@H:15]([CH3:27])[C@H:16]([O:18][C:19]([C:21]2[CH:22]=[CH:23][CH:24]=[CH:25][CH:26]=2)=[O:20])[CH3:17])=[O:13])[CH:34]=[CH:33][C:32]=1[OH:35]. The yield is 0.950.